From a dataset of Reaction yield outcomes from USPTO patents with 853,638 reactions. Predict the reaction yield, written as a fraction of the theoretical maximum amount of product (1.0 means a 100% yield; for example, 0.34 means a 34% yield). No catalyst specified. The yield is 0.490. The product is [Cl:18][C:19]1[CH:20]=[C:21]2[C:25](=[CH:26][CH:27]=1)[NH:24][C:23](=[O:28])[C:22]2=[CH:29][NH:17][C:14]1[CH:13]=[CH:12][C:11]([O:10][CH2:9][CH:5]2[CH2:6][CH2:7][CH2:8][N:3]([CH3:2])[CH2:4]2)=[CH:16][CH:15]=1. The reactants are Cl.[CH3:2][N:3]1[CH2:8][CH2:7][CH2:6][CH:5]([CH2:9][O:10][C:11]2[CH:16]=[CH:15][C:14]([NH2:17])=[CH:13][CH:12]=2)[CH2:4]1.[Cl:18][C:19]1[CH:20]=[C:21]2[C:25](=[CH:26][CH:27]=1)[NH:24][C:23](=[O:28])[C:22]2=[CH:29]O.CCN(CC)CC.